From a dataset of Catalyst prediction with 721,799 reactions and 888 catalyst types from USPTO. Predict which catalyst facilitates the given reaction. (1) Reactant: [Br:1][C:2]1[CH:3]=[C:4]([NH:8][C@H:9]([C:22]2[CH:27]=[CH:26][CH:25]=[CH:24][CH:23]=2)[CH2:10][N:11]2C(=O)C3C(=CC=CC=3)C2=O)[CH:5]=[N:6][CH:7]=1.O.NN. Product: [Br:1][C:2]1[CH:3]=[C:4]([NH:8][C@H:9]([C:22]2[CH:27]=[CH:26][CH:25]=[CH:24][CH:23]=2)[CH2:10][NH2:11])[CH:5]=[N:6][CH:7]=1. The catalyst class is: 40. (2) Reactant: [F:1][C:2]1[CH:10]=[C:9]2[C:5]([C:6](/[CH:11]=[CH:12]/[C:13]3[CH:22]=[CH:21][C:20]4[C:15](=[CH:16][CH:17]=[CH:18][CH:19]=4)[CH:14]=3)=[N:7][NH:8]2)=[CH:4]C=1C#N.S(=O)(=O)(O)O.[C:30]([OH:33])(=[O:32])[CH3:31]. Product: [F:1][C:2]1[CH:10]=[C:9]2[C:5]([C:6](/[CH:11]=[CH:12]/[C:13]3[CH:22]=[CH:21][C:20]4[C:15](=[CH:16][CH:17]=[CH:18][CH:19]=4)[CH:14]=3)=[N:7][NH:8]2)=[CH:4][C:31]=1[C:30]([OH:33])=[O:32]. The catalyst class is: 6. (3) Reactant: [OH:1][C:2]1[CH:10]=[CH:9][C:5]([C:6]([OH:8])=[O:7])=[CH:4][N:3]=1.S(=O)(=O)(O)O.[C:16](=O)(O)[O-].[Na+]. Product: [OH:1][C:2]1[CH:10]=[CH:9][C:5]([C:6]([O:8][CH3:16])=[O:7])=[CH:4][N:3]=1. The catalyst class is: 5. (4) Reactant: [NH2:1][C:2]1[CH:30]=[CH:29][C:5]([O:6][C:7]2[CH:12]=[CH:11][N:10]=[CH:9][C:8]=2[C:13]#[C:14][C:15]2[CH2:20][CH2:19][CH:18]([NH:21][C:22](=[O:28])[O:23][C:24]([CH3:27])([CH3:26])[CH3:25])[CH2:17][CH:16]=2)=[C:4]([F:31])[CH:3]=1.[F:32][C:33]1[CH:38]=[CH:37][C:36]([CH2:39][C:40]([N:42]=[C:43]=[O:44])=[O:41])=[CH:35][CH:34]=1.COC1C=CC(CNC2N=CN=C(OC3C=CC(NC(NC(=O)CC4C=CC(F)=CC=4)=O)=CC=3F)C=2)=CC=1. Product: [F:31][C:4]1[CH:3]=[C:2]([NH:1][C:43]([NH:42][C:40](=[O:41])[CH2:39][C:36]2[CH:37]=[CH:38][C:33]([F:32])=[CH:34][CH:35]=2)=[O:44])[CH:30]=[CH:29][C:5]=1[O:6][C:7]1[CH:12]=[CH:11][N:10]=[CH:9][C:8]=1[C:13]#[C:14][C:15]1[CH2:20][CH2:19][CH:18]([NH:21][C:22](=[O:28])[O:23][C:24]([CH3:25])([CH3:26])[CH3:27])[CH2:17][CH:16]=1. The catalyst class is: 2. (5) Reactant: [N+:1]([O-:4])(O)=[O:2].[N:5]1[C:14]2[C:9](=[CH:10][CH:11]=[CH:12][CH:13]=2)[CH:8]=[C:7]([OH:15])[CH:6]=1.[OH-].[Na+]. Product: [N+:1]([C:10]1[CH:11]=[CH:12][CH:13]=[C:14]2[C:9]=1[CH:8]=[C:7]([OH:15])[CH:6]=[N:5]2)([O-:4])=[O:2]. The catalyst class is: 6. (6) Reactant: [NH2:1][C:2]1[N:3]([CH3:24])[C:4](=[O:23])[C:5]2([C:15]3[C:10](=[CH:11][CH:12]=[C:13](Br)[CH:14]=3)[O:9][CH:8]([C:17]3[CH:22]=[CH:21][CH:20]=[CH:19][CH:18]=3)[CH2:7]2)[N:6]=1.[C:25]([C:27]1[CH:28]=[C:29](B(O)O)[CH:30]=[CH:31][C:32]=1[F:33])#[N:26]. Product: [NH2:1][C:2]1[N:3]([CH3:24])[C:4](=[O:23])[C:5]2([C:15]3[C:10](=[CH:11][CH:12]=[C:13]([C:29]4[CH:30]=[CH:31][C:32]([F:33])=[C:27]([CH:28]=4)[C:25]#[N:26])[CH:14]=3)[O:9][CH:8]([C:17]3[CH:22]=[CH:21][CH:20]=[CH:19][CH:18]=3)[CH2:7]2)[N:6]=1. The catalyst class is: 806. (7) Reactant: [CH:1]1([C:4]2[CH:5]=[C:6]([C:23]([OH:25])=[O:24])[C:7](=[O:22])[N:8]3[C:13]=2[C:12]([CH3:14])=[C:11]([N:15]2[CH2:19][CH2:18][C@@H:17]([OH:20])[CH2:16]2)[C:10]([F:21])=[CH:9]3)[CH2:3][CH2:2]1.O[N:27]1[C:31](=[O:32])[C:30]2=[CH:33][CH:34]=[CH:35][CH:36]=[C:29]2[C:28]1=[O:37].[C:38]1(P(C2C=CC=CC=2)C2C=CC=CC=2)C=CC=C[CH:39]=1.[N+](C(OC(C)C)=O)(C(OC(C)C)=O)=[N-]. Product: [CH2:38]([O:24][C:23]([C:6]1[C:7](=[O:22])[N:8]2[C:13]([C:12]([CH3:14])=[C:11]([N:15]3[CH2:19][CH2:18][C@H:17]([O:20][N:27]4[C:31](=[O:32])[C:30]5[C:29](=[CH:36][CH:35]=[CH:34][CH:33]=5)[C:28]4=[O:37])[CH2:16]3)[C:10]([F:21])=[CH:9]2)=[C:4]([CH:1]2[CH2:2][CH2:3]2)[CH:5]=1)=[O:25])[CH3:39]. The catalyst class is: 20. (8) Reactant: [H-].[H-].[H-].[H-].[Li+].[Al+3].C[O:8][C:9](=O)[C:10]1[C:15]([O:16][CH3:17])=[CH:14][C:13]([C:18]2[C:23]([CH2:24][CH3:25])=[CH:22][CH:21]=[CH:20][C:19]=2[CH2:26][CH3:27])=[N:12][CH:11]=1. Product: [CH2:26]([C:19]1[CH:20]=[CH:21][CH:22]=[C:23]([CH2:24][CH3:25])[C:18]=1[C:13]1[N:12]=[CH:11][C:10]([CH2:9][OH:8])=[C:15]([O:16][CH3:17])[CH:14]=1)[CH3:27]. The catalyst class is: 116. (9) Reactant: [F:1][C:2]1[CH:3]=[C:4]2[C:8](=[CH:9][CH:10]=1)[NH:7][CH:6]=[C:5]2[C:11]([O:13][C:14]([CH3:17])([CH3:16])[CH3:15])=[O:12].C(N(CC)CC)C.[CH3:25][S:26](Cl)(=[O:28])=[O:27].O. Product: [F:1][C:2]1[CH:3]=[C:4]2[C:8](=[CH:9][CH:10]=1)[N:7]([S:26]([CH3:25])(=[O:28])=[O:27])[CH:6]=[C:5]2[C:11]([O:13][C:14]([CH3:17])([CH3:16])[CH3:15])=[O:12]. The catalyst class is: 1. (10) Reactant: [CH3:1][O:2][C:3](=[O:17])[C:4]1[CH:9]=[C:8]([N+:10]([O-])=O)[C:7]([NH:13][CH3:14])=[CH:6][C:5]=1[O:15][CH3:16]. Product: [CH3:1][O:2][C:3](=[O:17])[C:4]1[CH:9]=[C:8]([NH2:10])[C:7]([NH:13][CH3:14])=[CH:6][C:5]=1[O:15][CH3:16]. The catalyst class is: 45.